The task is: Predict the reaction yield, written as a fraction of the theoretical maximum amount of product (1.0 means a 100% yield; for example, 0.34 means a 34% yield).. This data is from Reaction yield outcomes from USPTO patents with 853,638 reactions. (1) The reactants are [OH:1][C:2]([CH3:35])([CH3:34])[CH2:3][C@@:4]1([C:28]2[CH:33]=[CH:32][CH:31]=[CH:30][CH:29]=2)[O:9][C:8](=[O:10])[N:7]([C@H:11]([C:13]2[CH:18]=[CH:17][C:16](B3OC(C)(C)C(C)(C)O3)=[CH:15][CH:14]=2)[CH3:12])[CH2:6][CH2:5]1.Br[C:37]1[CH:38]=[CH:39][C:40]2[N:41]([N:43]=[CH:44][N:45]=2)[CH:42]=1.C([O-])([O-])=O.[Cs+].[Cs+]. The catalyst is O1CCOCC1. The product is [N:45]1[CH:44]=[N:43][N:41]2[CH:42]=[C:37]([C:16]3[CH:15]=[CH:14][C:13]([C@@H:11]([N:7]4[CH2:6][CH2:5][C@:4]([CH2:3][C:2]([OH:1])([CH3:34])[CH3:35])([C:28]5[CH:33]=[CH:32][CH:31]=[CH:30][CH:29]=5)[O:9][C:8]4=[O:10])[CH3:12])=[CH:18][CH:17]=3)[CH:38]=[CH:39][C:40]=12. The yield is 0.635. (2) The reactants are [N+:1]([C:4]1[CH:12]=[C:11]2[C:7]([CH:8]=[C:9]([C:13]3[CH:18]=[CH:17][CH:16]=[CH:15][CH:14]=3)[NH:10]2)=[CH:6][CH:5]=1)([O-:3])=[O:2].[CH2:19]1OCCOCCOCCOCCOCCOC1.CC(C)([O-])C.[K+].CI. The catalyst is O1CCCC1. The product is [CH3:19][N:10]1[C:11]2[C:7](=[CH:6][CH:5]=[C:4]([N+:1]([O-:3])=[O:2])[CH:12]=2)[CH:8]=[C:9]1[C:13]1[CH:18]=[CH:17][CH:16]=[CH:15][CH:14]=1. The yield is 0.980. (3) The reactants are CO[C:3](=[O:19])[CH2:4][CH:5]1[CH2:9][CH2:8][N:7]([CH2:10][CH2:11][C:12]2[CH:17]=[CH:16][CH:15]=[CH:14]C=2)[C:6]1=[O:18].[NH2:20][O:21][K].C(O)(=O)C. The catalyst is CO.CO.C(Cl)(Cl)Cl. The product is [CH2:10]([N:7]1[CH2:8][CH2:9][CH:5]([CH2:4][C:3]([NH:20][OH:21])=[O:19])[C:6]1=[O:18])[C:11]1[CH:12]=[CH:17][CH:16]=[CH:15][CH:14]=1. The yield is 0.0800. (4) The reactants are [F:1][C:2]1[CH:7]=[CH:6][CH:5]=[CH:4][C:3]=1[N:8]1[C:12]2[CH:13]=[CH:14][CH:15]=[CH:16][C:11]=2[N:10]([CH2:17][CH2:18][CH2:19][N:20]2[CH2:25][CH2:24][CH:23]([NH:26]C(=O)OC(C)(C)C)[CH2:22][CH2:21]2)[S:9]1(=[O:35])=[O:34].[ClH:36]. The catalyst is CCOCC.CO.CCOCC. The product is [ClH:36].[ClH:36].[F:1][C:2]1[CH:7]=[CH:6][CH:5]=[CH:4][C:3]=1[N:8]1[C:12]2[CH:13]=[CH:14][CH:15]=[CH:16][C:11]=2[N:10]([CH2:17][CH2:18][CH2:19][N:20]2[CH2:25][CH2:24][CH:23]([NH2:26])[CH2:22][CH2:21]2)[S:9]1(=[O:35])=[O:34]. The yield is 0.870. (5) The reactants are [N:1]1[C:10]2[C:5](=[CH:6][CH:7]=[CH:8][C:9]=2[NH:11][S:12]([C:15]2[C:20](N)=[CH:19][CH:18]=[CH:17][N:16]=2)(=[O:14])=[O:13])[CH:4]=[CH:3][CH:2]=1.N(OC(C)(C)C)=O.CC(O)=O. The catalyst is C1COCC1. The product is [N:16]1[C:15]2[S:12](=[O:14])(=[O:13])[NH:11][C:9]3[C:8](=[CH:7][CH:6]=[C:5]4[C:10]=3[N:1]=[CH:2][CH:3]=[CH:4]4)[C:20]=2[CH:19]=[CH:18][CH:17]=1. The yield is 0.0700. (6) The reactants are [Cl:1][C:2]1[C:3]([CH3:37])=[N:4][O:5][C:6]=1[N:7](COCCOC)[S:8]([C:11]1[C:19]2[C:14](=[N:15][CH:16]=[CH:17][CH:18]=2)[S:13][C:12]=1[CH2:20][C:21]1[C:30]2[C:25](=[CH:26][CH:27]=[CH:28][CH:29]=2)[CH:24]=[CH:23][CH:22]=1)(=[O:10])=[O:9].Cl. The catalyst is CO. The product is [Cl:1][C:2]1[C:3]([CH3:37])=[N:4][O:5][C:6]=1[NH:7][S:8]([C:11]1[C:19]2[C:14](=[N:15][CH:16]=[CH:17][CH:18]=2)[S:13][C:12]=1[CH2:20][C:21]1[C:30]2[C:25](=[CH:26][CH:27]=[CH:28][CH:29]=2)[CH:24]=[CH:23][CH:22]=1)(=[O:9])=[O:10]. The yield is 0.610.